This data is from Full USPTO retrosynthesis dataset with 1.9M reactions from patents (1976-2016). The task is: Predict the reactants needed to synthesize the given product. (1) Given the product [NH:7]1[CH2:6][CH:5]([O:4][C:3]2[CH:16]=[CH:17][C:18]([CH2:20][N:21]3[CH2:22][CH2:23][N:24]([CH3:27])[CH2:25][CH2:26]3)=[CH:19][C:2]=2[CH3:1])[CH2:8]1, predict the reactants needed to synthesize it. The reactants are: [CH3:1][C:2]1[CH:19]=[C:18]([CH2:20][N:21]2[CH2:26][CH2:25][N:24]([CH3:27])[CH2:23][CH2:22]2)[CH:17]=[CH:16][C:3]=1[O:4][CH:5]1[CH2:8][N:7](C(OC(C)(C)C)=O)[CH2:6]1.C(O)(C(F)(F)F)=O. (2) The reactants are: [OH-].[Li+].[C:3]([O:7][C:8]([NH:10][C@@H:11]([CH2:16][C:17]1[CH:22]=[CH:21][C:20]([O:23][CH:24]([CH3:26])[CH3:25])=[CH:19][CH:18]=1)[C:12]([O:14]C)=[O:13])=[O:9])([CH3:6])([CH3:5])[CH3:4]. Given the product [C:3]([O:7][C:8]([NH:10][C@@H:11]([CH2:16][C:17]1[CH:22]=[CH:21][C:20]([O:23][CH:24]([CH3:26])[CH3:25])=[CH:19][CH:18]=1)[C:12]([OH:14])=[O:13])=[O:9])([CH3:5])([CH3:6])[CH3:4], predict the reactants needed to synthesize it. (3) Given the product [C:10]([C:9]1[N:24]=[C:23]([C:22]2[CH:25]=[CH:26][CH:27]=[CH:28][C:21]=2[F:20])[C:6]2[C:5](=[CH:4][CH:3]=[C:2]([Cl:1])[CH:7]=2)[N:8]=1)([CH3:13])([CH3:12])[CH3:11], predict the reactants needed to synthesize it. The reactants are: [Cl:1][C:2]1[CH:7]=[CH:6][C:5]([NH:8][C:9](=O)[C:10]([CH3:13])([CH3:12])[CH3:11])=[CH:4][CH:3]=1.[Li]CCCC.[F:20][C:21]1[CH:28]=[CH:27][CH:26]=[CH:25][C:22]=1[C:23]#[N:24]. (4) Given the product [Br:10][C:11]1[C:12]2[N:13]([CH:17]=[C:18]([CH2:20][CH2:21][C:22]#[C:23][C:2]3[CH:7]=[CH:6][CH:5]=[C:4]([CH2:8][F:9])[N:3]=3)[N:19]=2)[CH:14]=[CH:15][CH:16]=1, predict the reactants needed to synthesize it. The reactants are: Br[C:2]1[CH:7]=[CH:6][CH:5]=[C:4]([CH2:8][F:9])[N:3]=1.[Br:10][C:11]1[C:12]2[N:13]([CH:17]=[C:18]([CH2:20][CH2:21][C:22]#[CH:23])[N:19]=2)[CH:14]=[CH:15][CH:16]=1. (5) Given the product [CH2:31]([S:28]([C:24]1[CH:23]=[C:22]([C:20]2[C:11]3[C:12]4[CH:18]=[C:17]([CH3:19])[CH:16]=[N:15][C:13]=4[NH:14][C:10]=3[C:9](=[O:33])[NH:8][CH:21]=2)[CH:27]=[CH:26][CH:25]=1)(=[O:29])=[O:30])[CH3:32], predict the reactants needed to synthesize it. The reactants are: C([N:8]1[CH:21]=[C:20]([C:22]2[CH:27]=[CH:26][CH:25]=[C:24]([S:28]([CH2:31][CH3:32])(=[O:30])=[O:29])[CH:23]=2)[C:11]2[C:12]3[CH:18]=[C:17]([CH3:19])[CH:16]=[N:15][C:13]=3[NH:14][C:10]=2[C:9]1=[O:33])C1C=CC=CC=1.